From a dataset of Forward reaction prediction with 1.9M reactions from USPTO patents (1976-2016). Predict the product of the given reaction. Given the reactants COC1C=CC(C[N:8]2[C:16]3[CH:15]=[CH:14][N:13]=[C:12]([NH:17][CH:18]4[CH2:23][CH2:22][O:21][CH2:20][CH2:19]4)[C:11]=3[C:10]([C:24]3[CH:25]=[C:26]([CH:32]=[CH:33][N:34]=3)[C:27]([N:29]([CH3:31])[CH3:30])=[O:28])=[N:9]2)=CC=1.COC1C=CC(CN2C3C=CN=C(NC4CCOCC4)C=3C(C3C=C(C=CN=3)C(O)=O)=N2)=CC=1.CNC.CN(C(ON1N=NC2C=CC=NC1=2)=[N+](C)C)C.F[P-](F)(F)(F)(F)F.CCN(C(C)C)C(C)C, predict the reaction product. The product is: [CH3:30][N:29]([CH3:31])[C:27](=[O:28])[C:26]1[CH:32]=[CH:33][N:34]=[C:24]([C:10]2[C:11]3[C:12]([NH:17][CH:18]4[CH2:19][CH2:20][O:21][CH2:22][CH2:23]4)=[N:13][CH:14]=[CH:15][C:16]=3[NH:8][N:9]=2)[CH:25]=1.